From a dataset of Forward reaction prediction with 1.9M reactions from USPTO patents (1976-2016). Predict the product of the given reaction. (1) Given the reactants [CH3:1][C:2]1[CH:3]=[C:4]([CH:8]=[CH:9][C:10]=1[C:11]([N:13]1[CH2:17][CH:16]=[CH:15][CH2:14]1)=[O:12])[C:5]([OH:7])=O.CN(C(ON1N=NC2C=CC=CC1=2)=[N+](C)C)C.[B-](F)(F)(F)F.C(N(C(C)C)CC)(C)C.[Cl:49][C:50]1[CH:62]=[CH:61][C:53]2[NH:54][C:55]([C@@H:57]([NH2:60])[CH2:58][OH:59])=[N:56][C:52]=2[CH:51]=1.ClCl, predict the reaction product. The product is: [CH3:1][C:2]1[CH:3]=[C:4]([CH:8]=[CH:9][C:10]=1[C:11]([N:13]1[CH2:17][CH:16]=[CH:15][CH2:14]1)=[O:12])[C:5]([NH:60][C@H:57]([C:55]1[NH:54][C:53]2[CH:61]=[CH:62][C:50]([Cl:49])=[CH:51][C:52]=2[N:56]=1)[CH2:58][OH:59])=[O:7]. (2) The product is: [I-:22].[CH3:1][C:2]1[C:3]([CH3:12])([CH3:11])[C:4]2[CH:10]=[CH:9][CH:8]=[CH:7][C:5]=2[N+:6]=1[CH2:21][CH2:20][CH2:19][CH2:18][CH2:17][O:16][C:13]([CH3:14])=[O:15]. Given the reactants [CH3:1][C:2]1[C:3]([CH3:12])([CH3:11])[C:4]2[CH:10]=[CH:9][CH:8]=[CH:7][C:5]=2[N:6]=1.[C:13]([O:16][CH2:17][CH2:18][CH2:19][CH2:20][CH2:21][I:22])(=[O:15])[CH3:14].CCOCC, predict the reaction product.